The task is: Predict the reactants needed to synthesize the given product.. This data is from Full USPTO retrosynthesis dataset with 1.9M reactions from patents (1976-2016). (1) Given the product [CH2:16]([O:15][C:8]1[CH:9]=[C:10]([O:12][CH2:13][CH3:14])[N:11]=[C:6]([CH2:5][C:4]([OH:18])=[O:3])[N:7]=1)[CH3:17], predict the reactants needed to synthesize it. The reactants are: C([O:3][C:4](=[O:18])[CH2:5][C:6]1[N:11]=[C:10]([O:12][CH2:13][CH3:14])[CH:9]=[C:8]([O:15][CH2:16][CH3:17])[N:7]=1)C.[Li+].[OH-].Cl. (2) The reactants are: Br[C:2]1[CH:10]=[C:9]2[C:5]([CH:6]=[CH:7][NH:8]2)=[C:4]([Cl:11])[CH:3]=1.[CH3:12][N:13]1[CH:17]=[C:16](B2OC(C)(C)C(C)(C)O2)[CH:15]=[N:14]1.C([O-])([O-])=O.[Na+].[Na+].O. Given the product [Cl:11][C:4]1[CH:3]=[C:2]([C:16]2[CH:15]=[N:14][N:13]([CH3:12])[CH:17]=2)[CH:10]=[C:9]2[C:5]=1[CH:6]=[CH:7][NH:8]2, predict the reactants needed to synthesize it. (3) The reactants are: [O:1]1[C:5]2[CH:6]=[CH:7][CH:8]=[CH:9][C:4]=2[CH:3]=[C:2]1[S:10]([NH:13][C:14]1[CH:19]=[C:18]([Cl:20])[CH:17]=[CH:16][C:15]=1[S:21][CH2:22][CH2:23][C:24]([O:26]C)=[O:25])(=[O:12])=[O:11].O[Li].O.Cl. Given the product [O:1]1[C:5]2[CH:6]=[CH:7][CH:8]=[CH:9][C:4]=2[CH:3]=[C:2]1[S:10]([NH:13][C:14]1[CH:19]=[C:18]([Cl:20])[CH:17]=[CH:16][C:15]=1[S:21][CH2:22][CH2:23][C:24]([OH:26])=[O:25])(=[O:11])=[O:12], predict the reactants needed to synthesize it. (4) Given the product [NH2:51][CH2:33][C:31]1[S:30][CH:29]=[C:28]([CH:27]=[C:26]([CH:10]2[O:11][C:12](=[O:13])[CH2:14][CH:15]([OH:25])[C:16]([CH3:24])([CH3:23])[C:17](=[O:18])[CH:19]([CH3:22])[CH:20]([OH:21])[CH:2]([CH3:1])[CH2:3][CH2:4][CH2:5][C:6]3([CH3:36])[CH:7]([O:8]3)[CH2:9]2)[CH3:35])[N:32]=1, predict the reactants needed to synthesize it. The reactants are: [CH3:1][C@@H:2]1[C@H:20]([OH:21])[C@@H:19]([CH3:22])[C:17](=[O:18])[C:16]([CH3:24])([CH3:23])[C@@H:15]([OH:25])[CH2:14][C:12](=[O:13])[O:11][C@H:10](/[C:26](/[CH3:35])=[CH:27]/[C:28]2[N:32]=[C:31]([CH2:33]O)[S:30][CH:29]=2)[CH2:9][C@@H:7]2[O:8][C@:6]2([CH3:36])[CH2:5][CH2:4][CH2:3]1.C1(P([N:51]=[N+]=[N-])(C2C=CC=CC=2)=O)C=CC=CC=1.N12CCCN=C1CCCCC2.C([O-])(=O)C.[NH4+].CP(C)C.O1CCCC1. (5) Given the product [CH:38]1([O:43][C:2]2[N:3]([CH2:18][C:19]3[CH:24]=[CH:23][C:22]([C:25]4[CH:30]=[CH:29][CH:28]=[C:27]([F:31])[N:26]=4)=[CH:21][CH:20]=3)[N:4]=[C:5]3[C:10]=2[C:9](=[O:11])[N:8]([CH3:12])[C:7](=[O:13])[N:6]3[CH2:14][CH:15]([CH3:17])[CH3:16])[CH2:42][CH2:41][CH2:40][CH2:39]1, predict the reactants needed to synthesize it. The reactants are: Cl[C:2]1[N:3]([CH2:18][C:19]2[CH:24]=[CH:23][C:22]([C:25]3[CH:30]=[CH:29][CH:28]=[C:27]([F:31])[N:26]=3)=[CH:21][CH:20]=2)[N:4]=[C:5]2[C:10]=1[C:9](=[O:11])[N:8]([CH3:12])[C:7](=[O:13])[N:6]2[CH2:14][CH:15]([CH3:17])[CH3:16].C(=O)([O-])[O-].[Cs+].[Cs+].[CH:38]1([OH:43])[CH2:42][CH2:41][CH2:40][CH2:39]1. (6) Given the product [C:24]([NH:23][C:19]1[CH:18]=[C:17]([C:15]#[C:16][C:12]2[C:2]([NH2:1])=[C:3]([CH:9]=[C:10]([Br:14])[N:11]=2)[C:4]([O:6][CH2:7][CH3:8])=[O:5])[CH:22]=[CH:21][N:20]=1)(=[O:26])[CH3:25], predict the reactants needed to synthesize it. The reactants are: [NH2:1][C:2]1[C:12](Br)=[N:11][C:10]([Br:14])=[CH:9][C:3]=1[C:4]([O:6][CH2:7][CH3:8])=[O:5].[C:15]([C:17]1[CH:22]=[CH:21][N:20]=[C:19]([NH:23][C:24](=[O:26])[CH3:25])[CH:18]=1)#[CH:16]. (7) Given the product [CH:1]1([NH:4][C:11]2[C:12]3[CH:31]=[CH:30][NH:29][C:13]=3[N:14]=[C:15]([NH:17][C:18]3[CH:19]=[C:20]([NH:24][S:25]([CH3:28])(=[O:27])=[O:26])[CH:21]=[CH:22][CH:23]=3)[N:16]=2)[CH2:3][CH2:2]1, predict the reactants needed to synthesize it. The reactants are: [CH:1]1([NH2:4])[CH2:3][CH2:2]1.C1(N)CCC1.Cl[C:11]1[C:12]2[CH:31]=[CH:30][NH:29][C:13]=2[N:14]=[C:15]([NH:17][C:18]2[CH:19]=[C:20]([NH:24][S:25]([CH3:28])(=[O:27])=[O:26])[CH:21]=[CH:22][CH:23]=2)[N:16]=1.ClC1N=C(NC2C=C(NS(C)(=O)=O)C=CC=2)N=C2C=1N=CN2. (8) Given the product [NH2:7][CH2:8][CH2:9][C:10]1[CH:11]=[C:12]([CH2:16][C@H:17]([NH:19][CH2:20][C@@H:21]([C:30]2[CH:39]=[CH:38][C:37]([O:40][CH2:41][C:42]3[CH:43]=[CH:44][CH:45]=[CH:46][CH:47]=3)=[C:36]3[C:31]=2[CH:32]=[CH:33][C:34](=[O:48])[NH:35]3)[O:22][Si:23]([C:26]([CH3:28])([CH3:27])[CH3:29])([CH3:25])[CH3:24])[CH3:18])[CH:13]=[CH:14][CH:15]=1, predict the reactants needed to synthesize it. The reactants are: C(OC(=O)[NH:7][CH2:8][CH2:9][C:10]1[CH:15]=[CH:14][CH:13]=[C:12]([CH2:16][C@H:17]([NH:19][CH2:20][C@@H:21]([C:30]2[CH:39]=[CH:38][C:37]([O:40][CH2:41][C:42]3[CH:47]=[CH:46][CH:45]=[CH:44][CH:43]=3)=[C:36]3[C:31]=2[CH:32]=[CH:33][C:34](=[O:48])[NH:35]3)[O:22][Si:23]([C:26]([CH3:29])([CH3:28])[CH3:27])([CH3:25])[CH3:24])[CH3:18])[CH:11]=1)(C)(C)C.C(=O)(O)[O-].[Na+]. (9) Given the product [CH3:1][O:2][C:3](=[O:13])[C:4]1[CH:9]=[CH:8][C:7]([C:10](=[N:24][OH:25])[CH3:11])=[CH:6][CH:5]=1, predict the reactants needed to synthesize it. The reactants are: [CH3:1][O:2][C:3](=[O:13])[C:4]1[CH:9]=[CH:8][C:7]([C:10](=O)[CH3:11])=[CH:6][CH:5]=1.CCN(C(C)C)C(C)C.Cl.[NH2:24][OH:25].